Dataset: Experimentally validated miRNA-target interactions with 360,000+ pairs, plus equal number of negative samples. Task: Binary Classification. Given a miRNA mature sequence and a target amino acid sequence, predict their likelihood of interaction. (1) The miRNA is hsa-miR-424-5p with sequence CAGCAGCAAUUCAUGUUUUGAA. The protein sequence of the target gene is MLLRSSGKLNVGTKKEDGESTAPTPRPKILRCKCHHHCPEDSVNNICSTDGYCFTMIEEDDSGMPVVTSGCLGLEGSDFQCRDTPIPHQRRSIECCTERNECNKDLHPTLPPLKDRDFVDGPIHHKALLISVTVCSLLLVLIILFCYFRYKRQEARPRYSIGLEQDETYIPPGESLRDLIEQSQSSGSGSGLPLLVQRTIAKQIQMVKQIGKGRYGEVWMGKWRGEKVAVKVFFTTEEASWFRETEIYQTVLMRHENILGFIAADIKGTGSWTQLYLITDYHENGSLYDYLKSTTLDAKS.... Result: 0 (no interaction). (2) The miRNA is hsa-miR-6767-5p with sequence UCGCAGACAGGGACACAUGGAGA. The protein sequence of the target gene is MAPRGRKRKAEAAVVAVAEKREKLANGGEGMEEATVVIEHCTSURVYGRNAAALSQALRLEAPELPVKVNPTKPRRGSFEVTLLRPDGSSAELWTGIKKGPPRKLKFPEPQEVVEELKKYLS. Result: 0 (no interaction).